This data is from Full USPTO retrosynthesis dataset with 1.9M reactions from patents (1976-2016). The task is: Predict the reactants needed to synthesize the given product. (1) Given the product [F:19][C:5]1[C:6]([NH:8][C@@H:9]2[CH2:14][CH2:13][CH2:12][N:11]([C:15](=[O:18])[CH:16]=[CH2:17])[CH2:10]2)=[N:7][C:2]([NH:38][C:36]2[CH:35]=[CH:34][C:30]3[CH2:31][CH2:32][CH2:33][N:27]([CH3:26])[CH2:28][C:29]=3[CH:37]=2)=[N:3][CH:4]=1, predict the reactants needed to synthesize it. The reactants are: Cl[C:2]1[N:7]=[C:6]([NH:8][C@@H:9]2[CH2:14][CH2:13][CH2:12][N:11]([C:15](=[O:18])[CH:16]=[CH2:17])[CH2:10]2)[C:5]([F:19])=[CH:4][N:3]=1.C([O-])([O-])=O.[Cs+].[Cs+].[CH3:26][N:27]1[CH2:33][CH2:32][CH2:31][C:30]2[CH:34]=[CH:35][C:36]([NH2:38])=[CH:37][C:29]=2[CH2:28]1.CN(C1C(C2C(P(C3CCCCC3)C3CCCCC3)=CC=CC=2)=CC=CC=1)C. (2) Given the product [CH2:17]([N:9]1[C:10]([C:11]2[CH:16]=[CH:15][CH:14]=[CH:13][CH:12]=2)=[C:6]([C:4]([OH:5])=[O:3])[CH:7]=[N:8]1)[C:18]1[CH:23]=[CH:22][CH:21]=[CH:20][CH:19]=1, predict the reactants needed to synthesize it. The reactants are: C([O:3][C:4]([C:6]1[CH:7]=[N:8][N:9]([CH2:17][C:18]2[CH:23]=[CH:22][CH:21]=[CH:20][CH:19]=2)[C:10]=1[C:11]1[CH:16]=[CH:15][CH:14]=[CH:13][CH:12]=1)=[O:5])C.[OH-].[Na+].[OH-].[Li+]. (3) The reactants are: [CH3:1][O:2][CH2:3][C@@H:4]([O:6][C:7]1[CH:8]=[C:9]([CH:14]=[C:15]([O:17]CC2C=CC=CC=2)[CH:16]=1)[C:10]([O:12][CH3:13])=[O:11])[CH3:5]. Given the product [OH:17][C:15]1[CH:14]=[C:9]([CH:8]=[C:7]([O:6][C@@H:4]([CH3:5])[CH2:3][O:2][CH3:1])[CH:16]=1)[C:10]([O:12][CH3:13])=[O:11], predict the reactants needed to synthesize it. (4) Given the product [Br:24][C:25]1[CH:26]=[CH:27][C:28]([N:21]2[CH2:22][CH2:23][CH:18]([N:4]([CH:1]3[CH2:3][CH2:2]3)[C:5](=[O:17])[C:6]3[CH:7]=[CH:8][C:9]([C:12]4[O:16][CH:15]=[N:14][CH:13]=4)=[CH:10][CH:11]=3)[CH2:19][CH2:20]2)=[N:29][CH:30]=1, predict the reactants needed to synthesize it. The reactants are: [CH:1]1([N:4]([CH:18]2[CH2:23][CH2:22][NH:21][CH2:20][CH2:19]2)[C:5](=[O:17])[C:6]2[CH:11]=[CH:10][C:9]([C:12]3[O:16][CH:15]=[N:14][CH:13]=3)=[CH:8][CH:7]=2)[CH2:3][CH2:2]1.[Br:24][C:25]1[CH:26]=[CH:27][C:28](F)=[N:29][CH:30]=1. (5) Given the product [ClH:1].[ClH:1].[CH2:5]([N:12]1[CH2:16][CH2:15][CH:14]([NH:17][C:18]2[N:23]=[C:22]([CH3:24])[C:21](/[CH:25]=[CH:26]/[C:27]([NH:29][OH:30])=[O:28])=[CH:20][N:19]=2)[CH2:13]1)[C:6]1[CH:11]=[CH:10][CH:9]=[CH:8][CH:7]=1, predict the reactants needed to synthesize it. The reactants are: [ClH:1].CCO.[CH2:5]([N:12]1[CH2:16][CH2:15][CH:14]([NH:17][C:18]2[N:23]=[C:22]([CH3:24])[C:21](/[CH:25]=[CH:26]/[C:27]([NH:29][O:30]C3CCCCO3)=[O:28])=[CH:20][N:19]=2)[CH2:13]1)[C:6]1[CH:11]=[CH:10][CH:9]=[CH:8][CH:7]=1.